Dataset: Reaction yield outcomes from USPTO patents with 853,638 reactions. Task: Predict the reaction yield, written as a fraction of the theoretical maximum amount of product (1.0 means a 100% yield; for example, 0.34 means a 34% yield). The reactants are [CH:1]([O:4][C:5]1[CH:9]=[C:8]([C:10]([O:12][CH3:13])=[O:11])[NH:7][N:6]=1)([CH3:3])[CH3:2].[CH2:14](Br)[C:15]1[CH:20]=[CH:19][CH:18]=[CH:17][CH:16]=1.C(=O)([O-])[O-].[K+].[K+].CN(C)C=O. The catalyst is O. The product is [CH2:14]([N:7]1[C:8]([C:10]([O:12][CH3:13])=[O:11])=[CH:9][C:5]([O:4][CH:1]([CH3:3])[CH3:2])=[N:6]1)[C:15]1[CH:20]=[CH:19][CH:18]=[CH:17][CH:16]=1. The yield is 0.690.